This data is from Full USPTO retrosynthesis dataset with 1.9M reactions from patents (1976-2016). The task is: Predict the reactants needed to synthesize the given product. (1) Given the product [Cl:21][C:17]1[CH:16]=[C:15]([S:12]([NH:11][C:9]2[CH:8]=[C:7]([CH3:22])[N:6]=[C:5]3[S:4][C:3]([C:23]4[CH:27]=[N:26][NH:25][CH:24]=4)=[C:2]([C:47]4[CH:48]=[CH:43][CH:44]=[C:45]([N:49]5[CH2:50][CH2:51][CH2:52][CH2:53]5)[CH:46]=4)[C:10]=23)(=[O:14])=[O:13])[CH:20]=[CH:19][CH:18]=1, predict the reactants needed to synthesize it. The reactants are: Br[C:2]1[C:10]2[C:5](=[N:6][C:7]([CH3:22])=[CH:8][C:9]=2[NH:11][S:12]([C:15]2[CH:20]=[CH:19][CH:18]=[C:17]([Cl:21])[CH:16]=2)(=[O:14])=[O:13])[S:4][C:3]=1[C:23]1[CH:24]=[N:25][N:26](C(OC(C)(C)C)=O)[CH:27]=1.CC1(C)C(C)(C)OB([C:43]2[CH:44]=[C:45]([N:49]3[CH2:53][CH2:52][CH2:51][CH2:50]3)[CH:46]=[CH:47][CH:48]=2)O1.C(=O)([O-])[O-].[K+].[K+].CN(C=O)C. (2) Given the product [OH:65][C:61]1([C:58]2[CH:57]=[CH:56][C:55]([C:45]3[CH:46]=[C:47]4[C:51](=[CH:52][C:44]=3[CH3:1])[NH:50][CH:49]=[C:48]4[CH:53]=[O:54])=[CH:60][CH:59]=2)[CH2:64][CH2:63][CH2:62]1, predict the reactants needed to synthesize it. The reactants are: [CH:1]1(P(C2CCCCC2)C2C=CC=CC=2C2C(OC)=CC=CC=2OC)CCCCC1.O.P([O-])([O-])([O-])=O.[K+].[K+].[K+].CB(O)O.Cl[C:44]1[CH:52]=[C:51]2[C:47]([C:48]([CH:53]=[O:54])=[CH:49][NH:50]2)=[CH:46][C:45]=1[C:55]1[CH:60]=[CH:59][C:58]([C:61]2([OH:65])[CH2:64][CH2:63][CH2:62]2)=[CH:57][CH:56]=1.[Cl-].[NH4+]. (3) Given the product [C:25]([C:24]1[CH:23]=[C:22]([CH:29]=[CH:28][CH:27]=1)[O:21][CH2:16][CH2:15][CH2:14][O:13][C:10]1[CH:9]=[CH:8][C:7]([CH2:6][C@H:5]([O:18][CH3:19])[C:4]([OH:3])=[O:20])=[CH:12][CH:11]=1)#[N:26], predict the reactants needed to synthesize it. The reactants are: C([O:3][C:4](=[O:20])[C@@H:5]([O:18][CH3:19])[CH2:6][C:7]1[CH:12]=[CH:11][C:10]([O:13][CH2:14][CH2:15][CH2:16]Br)=[CH:9][CH:8]=1)C.[OH:21][C:22]1[CH:23]=[C:24]([CH:27]=[CH:28][CH:29]=1)[C:25]#[N:26].CO[C@@H](CC1C=CC(OCCCOC2C=CC=CC=2)=CC=1)C(O)=O. (4) Given the product [NH2:23][N:15]1[C:16]([CH2:19][CH3:20])=[CH:17][CH:18]=[C:14]1[C:12]([C:10]1[CH:9]=[CH:8][C:3]([C:4]([O:6][CH3:7])=[O:5])=[C:2]([Br:1])[CH:11]=1)=[O:13], predict the reactants needed to synthesize it. The reactants are: [Br:1][C:2]1[CH:11]=[C:10]([C:12]([C:14]2[NH:15][C:16]([CH2:19][CH3:20])=[CH:17][CH:18]=2)=[O:13])[CH:9]=[CH:8][C:3]=1[C:4]([O:6][CH3:7])=[O:5].[H-].[Na+].[NH2:23]OP(=O)(C1C=CC=CC=1)C1C=CC=CC=1. (5) Given the product [CH3:1][S:2][C:3]1[N:8]=[C:7]([NH:9][CH2:10][C:11]2[CH:16]=[CH:15][C:14]([O:17][CH3:18])=[C:13]([Cl:19])[CH:12]=2)[C:6]([CH:20]=[O:21])=[CH:5][N:4]=1, predict the reactants needed to synthesize it. The reactants are: [CH3:1][S:2][C:3]1[N:8]=[C:7]([NH:9][CH2:10][C:11]2[CH:16]=[CH:15][C:14]([O:17][CH3:18])=[C:13]([Cl:19])[CH:12]=2)[C:6]([CH2:20][OH:21])=[CH:5][N:4]=1. (6) Given the product [NH:39]1[C:35]([C:30]2[CH:31]=[CH:32][CH:33]=[CH:34][C:29]=2[C:25]2[CH:24]=[C:23]3[C:28](=[CH:27][CH:26]=2)[C@@H:20]([N:19]2[C:6]4=[N:7][C:8]([CH2:12][CH:13]5[CH2:17][CH2:16][CH2:15][CH:14]5[OH:18])=[CH:9][C:10]([CH3:11])=[C:5]4[N:4]=[C:3]2[CH2:1][CH3:2])[CH2:21][CH2:22]3)=[N:36][N:37]=[N:38]1, predict the reactants needed to synthesize it. The reactants are: [CH2:1]([C:3]1[N:19]([C@@H:20]2[C:28]3[C:23](=[CH:24][C:25]([C:29]4[CH:34]=[CH:33][CH:32]=[CH:31][C:30]=4[C:35]4[N:39](C(C5C=CC=CC=5)(C5C=CC=CC=5)C5C=CC=CC=5)[N:38]=[N:37][N:36]=4)=[CH:26][CH:27]=3)[CH2:22][CH2:21]2)[C:6]2=[N:7][C:8]([CH2:12][CH:13]3[CH2:17][CH2:16][CH2:15][C:14]3=[O:18])=[CH:9][C:10]([CH3:11])=[C:5]2[N:4]=1)[CH3:2].[H-].[Al+3].[Li+].[H-].[H-].[H-].